Task: Predict which catalyst facilitates the given reaction.. Dataset: Catalyst prediction with 721,799 reactions and 888 catalyst types from USPTO (1) Reactant: [Cl:1][C:2]1[CH:3]=[N+:4]([O-:27])[CH:5]=[C:6]([Cl:26])[C:7]=1[CH2:8][C@@H:9]([C:11]1[CH:16]=[CH:15][C:14]([O:17][CH:18]([F:20])[F:19])=[C:13]([O:21][CH2:22][CH:23]2[CH2:25][CH2:24]2)[CH:12]=1)[OH:10].C(Cl)CCl.Cl.[CH3:33][N:34]([CH3:57])[CH2:35][CH2:36][N:37]([C:42]1[CH:43]=[C:44]2[C:48](=[CH:49][CH:50]=1)[C:47](=[O:51])[N:46]([CH2:52][C:53](O)=[O:54])[C:45]2=[O:56])[S:38]([CH3:41])(=[O:40])=[O:39]. Product: [Cl:1][C:2]1[CH:3]=[N+:4]([O-:27])[CH:5]=[C:6]([Cl:26])[C:7]=1[CH2:8][C@@H:9]([C:11]1[CH:16]=[CH:15][C:14]([O:17][CH:18]([F:20])[F:19])=[C:13]([O:21][CH2:22][CH:23]2[CH2:25][CH2:24]2)[CH:12]=1)[O:10][C:53](=[O:54])[CH2:52][N:46]1[C:45](=[O:56])[C:44]2[C:48](=[CH:49][CH:50]=[C:42]([N:37]([CH2:36][CH2:35][N:34]([CH3:33])[CH3:57])[S:38]([CH3:41])(=[O:39])=[O:40])[CH:43]=2)[C:47]1=[O:51]. The catalyst class is: 79. (2) Reactant: [CH3:1][NH:2][CH3:3].[Br:4][C:5]1[CH:6]=[C:7]2[C:13]([S:14](Cl)(=[O:16])=[O:15])=[CH:12][NH:11][C:8]2=[N:9][CH:10]=1. Product: [Br:4][C:5]1[CH:6]=[C:7]2[C:13]([S:14]([N:2]([CH3:3])[CH3:1])(=[O:16])=[O:15])=[CH:12][NH:11][C:8]2=[N:9][CH:10]=1. The catalyst class is: 2. (3) Reactant: [Cl:1][C:2]1[CH:3]=[C:4]([C:12]2[S:16][C:15]([N:17]3[C:34]([CH3:35])=[C:20]4[CH2:21][N:22]([CH2:25][CH2:26][C:27]([O:29]C(C)(C)C)=[O:28])[CH2:23][CH2:24][C:19]4=[N:18]3)=[N:14][N:13]=2)[CH:5]=[CH:6][C:7]=1[O:8][CH:9]([CH3:11])[CH3:10]. Product: [ClH:1].[Cl:1][C:2]1[CH:3]=[C:4]([C:12]2[S:16][C:15]([N:17]3[C:34]([CH3:35])=[C:20]4[CH2:21][N:22]([CH2:25][CH2:26][C:27]([OH:29])=[O:28])[CH2:23][CH2:24][C:19]4=[N:18]3)=[N:14][N:13]=2)[CH:5]=[CH:6][C:7]=1[O:8][CH:9]([CH3:10])[CH3:11]. The catalyst class is: 295. (4) Reactant: [CH2:1]([OH:12])[CH2:2][CH2:3][CH2:4][CH2:5][CH2:6][CH2:7][CH2:8][CH2:9][CH2:10][OH:11].Cl[C:14]1[CH:19]=[CH:18][N+:17]([O-:20])=[C:16]([CH3:21])[C:15]=1[CH3:22]. Product: [OH:12][CH2:1][CH2:2][CH2:3][CH2:4][CH2:5][CH2:6][CH2:7][CH2:8][CH2:9][CH2:10][O:11][C:14]1[CH:19]=[CH:18][N+:17]([O-:20])=[C:16]([CH3:21])[C:15]=1[CH3:22]. The catalyst class is: 11. (5) Reactant: F[C:2]1[CH:9]=[CH:8][C:7]([N+:10]([O-:12])=[O:11])=[CH:6][C:3]=1[C:4]#[N:5].[O:13]([C:20]1[CH:26]=[CH:25][C:23]([NH2:24])=[CH:22][CH:21]=1)[C:14]1[CH:19]=[CH:18][CH:17]=[CH:16][CH:15]=1. Product: [N+:10]([C:7]1[CH:8]=[CH:9][C:2]([NH:24][C:23]2[CH:22]=[CH:21][C:20]([O:13][C:14]3[CH:19]=[CH:18][CH:17]=[CH:16][CH:15]=3)=[CH:26][CH:25]=2)=[C:3]([CH:6]=1)[C:4]#[N:5])([O-:12])=[O:11]. The catalyst class is: 3. (6) Reactant: CC1(C)C(C)(C)OB([C:9]2[CH:10]=[C:11]3[C:15](=[CH:16][CH:17]=2)[N:14]([C:18]([O:20][C:21]([CH3:24])([CH3:23])[CH3:22])=[O:19])[CH2:13][CH2:12]3)O1.C([O-])([O-])=O.[K+].[K+].Br[C:33]1[CH:34]=[N:35][N:36]([CH3:39])[C:37]=1[CH3:38]. Product: [CH3:39][N:36]1[C:37]([CH3:38])=[C:33]([C:9]2[CH:10]=[C:11]3[C:15](=[CH:16][CH:17]=2)[N:14]([C:18]([O:20][C:21]([CH3:22])([CH3:23])[CH3:24])=[O:19])[CH2:13][CH2:12]3)[CH:34]=[N:35]1. The catalyst class is: 117. (7) Reactant: [Cl:1][C:2]1[CH:7]=[CH:6][N:5]=[C:4]2[N:8]([Si:11]([CH:18]([CH3:20])[CH3:19])([CH:15]([CH3:17])[CH3:16])[CH:12]([CH3:14])[CH3:13])[CH:9]=[CH:10][C:3]=12.[Li][CH:22](CC)C.CI. Product: [Cl:1][C:2]1[C:7]([CH3:22])=[CH:6][N:5]=[C:4]2[N:8]([Si:11]([CH:15]([CH3:17])[CH3:16])([CH:18]([CH3:20])[CH3:19])[CH:12]([CH3:13])[CH3:14])[CH:9]=[CH:10][C:3]=12. The catalyst class is: 7.